From a dataset of Reaction yield outcomes from USPTO patents with 853,638 reactions. Predict the reaction yield, written as a fraction of the theoretical maximum amount of product (1.0 means a 100% yield; for example, 0.34 means a 34% yield). (1) The reactants are [Cl:1][C:2]1[N:7]=[CH:6][C:5]([CH2:8][NH:9][C:10](=O)[C:11]2[CH:16]=[CH:15][C:14](/[CH:17]=[CH:18]/[CH:19]([C:24]3[CH:29]=[C:28]([Cl:30])[CH:27]=[C:26]([Cl:31])[CH:25]=3)[C:20]([F:23])([F:22])[F:21])=[CH:13][C:12]=2[CH3:32])=[CH:4][CH:3]=1.COC1C=CC(P2(SP(C3C=CC(OC)=CC=3)(=S)S2)=[S:43])=CC=1. The catalyst is C1(C)C=CC=CC=1. The product is [Cl:1][C:2]1[N:7]=[CH:6][C:5]([CH2:8][NH:9][C:10](=[S:43])[C:11]2[CH:16]=[CH:15][C:14](/[CH:17]=[CH:18]/[CH:19]([C:24]3[CH:29]=[C:28]([Cl:30])[CH:27]=[C:26]([Cl:31])[CH:25]=3)[C:20]([F:23])([F:22])[F:21])=[CH:13][C:12]=2[CH3:32])=[CH:4][CH:3]=1. The yield is 0.490. (2) The reactants are [N:1]1([CH2:6][C@H:7]([C:30]2[CH:35]=[CH:34][CH:33]=[CH:32][CH:31]=2)[O:8][C:9]2[C:10]([CH2:20][S:21]([C:24]3[CH:29]=[CH:28][CH:27]=[CH:26][CH:25]=3)(=[O:23])=[O:22])=[C:11]3[C:16](=[CH:17][CH:18]=2)[C:15](=[O:19])[CH2:14][CH2:13][CH2:12]3)[CH:5]=[CH:4][N:3]=[CH:2]1.[CH2:36]=[O:37].CS(C)=O. The catalyst is C(O)C. The product is [OH:37][CH2:36][C:2]1[N:1]([CH2:6][C@H:7]([C:30]2[CH:35]=[CH:34][CH:33]=[CH:32][CH:31]=2)[O:8][C:9]2[C:10]([CH2:20][S:21]([C:24]3[CH:25]=[CH:26][CH:27]=[CH:28][CH:29]=3)(=[O:23])=[O:22])=[C:11]3[C:16](=[CH:17][CH:18]=2)[C:15](=[O:19])[CH2:14][CH2:13][CH2:12]3)[CH:5]=[CH:4][N:3]=1. The yield is 0.610. (3) The reactants are [N:1]12[CH2:8][CH2:7][C:4]([C:9]([C:17]3[CH:22]=[CH:21][CH:20]=[CH:19][CH:18]=3)([C:11]3[CH:16]=[CH:15][CH:14]=[CH:13][CH:12]=3)[OH:10])([CH2:5][CH2:6]1)[CH2:3][CH2:2]2.[Br:23][CH2:24][CH2:25][CH2:26][O:27][C:28]1[CH:33]=[CH:32][CH:31]=[CH:30][C:29]=1[OH:34]. The catalyst is CC#N. The product is [Br-:23].[OH:10][C:9]([C:17]1[CH:22]=[CH:21][CH:20]=[CH:19][CH:18]=1)([C:11]1[CH:12]=[CH:13][CH:14]=[CH:15][CH:16]=1)[C:4]12[CH2:5][CH2:6][N+:1]([CH2:24][CH2:25][CH2:26][O:27][C:28]3[CH:33]=[CH:32][CH:31]=[CH:30][C:29]=3[OH:34])([CH2:2][CH2:3]1)[CH2:8][CH2:7]2. The yield is 0.750. (4) The reactants are Br[C:2]1[CH:14]=[CH:13][C:12]2[C:11]3[C:6](=[CH:7][C:8]([CH:15]=[O:16])=[CH:9][CH:10]=3)[C:5]3([C:28]4[CH:27]=[CH:26][CH:25]=[CH:24][C:23]=4[C:22]4[C:17]3=[CH:18][CH:19]=[CH:20][CH:21]=4)[C:4]=2[CH:3]=1.[CH3:29][C:30]1([CH3:59])[C:42]2[CH:41]=[CH:40][CH:39]=[CH:38][C:37]=2[C:36]2[C:31]1=[CH:32][C:33]([NH:43][C:44]1[CH:56]=[C:55]3[C:47]([C:48]4[CH:49]=[CH:50][CH:51]=[CH:52][C:53]=4[C:54]3([CH3:58])[CH3:57])=[CH:46][CH:45]=1)=[CH:34][CH:35]=2.C(P)(C)(C)C.C(=O)([O-])[O-].[Cs+].[Cs+].[Cl-].[NH4+]. The catalyst is C1(C)C=CC=CC=1.C([O-])(=O)C.[Pd+2].C([O-])(=O)C. The product is [CH3:57][C:54]1([CH3:58])[C:53]2[CH:52]=[CH:51][CH:50]=[CH:49][C:48]=2[C:47]2[C:55]1=[CH:56][C:44]([N:43]([C:33]1[CH:32]=[C:31]3[C:36]([C:37]4[CH:38]=[CH:39][CH:40]=[CH:41][C:42]=4[C:30]3([CH3:59])[CH3:29])=[CH:35][CH:34]=1)[C:2]1[CH:3]=[C:4]3[C:12]([C:11]4[CH:6]=[CH:7][C:8]([CH:15]=[O:16])=[CH:9][C:10]=4[C:5]43[C:17]3[CH:18]=[CH:19][CH:20]=[CH:21][C:22]=3[C:23]3[C:28]4=[CH:27][CH:26]=[CH:25][CH:24]=3)=[CH:13][CH:14]=1)=[CH:45][CH:46]=2. The yield is 0.500.